From a dataset of Full USPTO retrosynthesis dataset with 1.9M reactions from patents (1976-2016). Predict the reactants needed to synthesize the given product. The reactants are: [CH3:1][O:2][C:3]1[CH:8]=[CH:7][C:6]([N:9]2[C:13]3[C:14](=[O:27])[N:15]([C:18]4[CH:23]=[CH:22][C:21]([N+:24]([O-])=O)=[CH:20][CH:19]=4)[CH2:16][CH2:17][C:12]=3[C:11]([C:28]([O:30][CH2:31][CH3:32])=[O:29])=[N:10]2)=[CH:5][CH:4]=1.[Cl-].[NH4+].O.C(Cl)Cl. Given the product [NH2:24][C:21]1[CH:22]=[CH:23][C:18]([N:15]2[CH2:16][CH2:17][C:12]3[C:11]([C:28]([O:30][CH2:31][CH3:32])=[O:29])=[N:10][N:9]([C:6]4[CH:7]=[CH:8][C:3]([O:2][CH3:1])=[CH:4][CH:5]=4)[C:13]=3[C:14]2=[O:27])=[CH:19][CH:20]=1, predict the reactants needed to synthesize it.